Dataset: Peptide-MHC class I binding affinity with 185,985 pairs from IEDB/IMGT. Task: Regression. Given a peptide amino acid sequence and an MHC pseudo amino acid sequence, predict their binding affinity value. This is MHC class I binding data. (1) The peptide sequence is YLIPSVTSL. The MHC is HLA-A26:01 with pseudo-sequence HLA-A26:01. The binding affinity (normalized) is 0.0847. (2) The peptide sequence is LVPFVQWFV. The MHC is HLA-A02:06 with pseudo-sequence HLA-A02:06. The binding affinity (normalized) is 0.629. (3) The peptide sequence is EVATRFNTM. The MHC is HLA-A02:12 with pseudo-sequence HLA-A02:12. The binding affinity (normalized) is 0.0847. (4) The MHC is HLA-A02:01 with pseudo-sequence HLA-A02:01. The peptide sequence is TIDFKLKYFL. The binding affinity (normalized) is 0.259. (5) The peptide sequence is IPMVTQLAM. The MHC is HLA-B07:02 with pseudo-sequence HLA-B07:02. The binding affinity (normalized) is 0.968. (6) The peptide sequence is RSDSSLVD. The MHC is H-2-Db with pseudo-sequence H-2-Db. The binding affinity (normalized) is 0.